This data is from NCI-60 drug combinations with 297,098 pairs across 59 cell lines. The task is: Regression. Given two drug SMILES strings and cell line genomic features, predict the synergy score measuring deviation from expected non-interaction effect. (1) Drug 1: CC1OCC2C(O1)C(C(C(O2)OC3C4COC(=O)C4C(C5=CC6=C(C=C35)OCO6)C7=CC(=C(C(=C7)OC)O)OC)O)O. Drug 2: CC1=C(C(=O)C2=C(C1=O)N3CC4C(C3(C2COC(=O)N)OC)N4)N. Cell line: SF-268. Synergy scores: CSS=48.8, Synergy_ZIP=17.9, Synergy_Bliss=19.1, Synergy_Loewe=17.2, Synergy_HSA=19.2. (2) Drug 1: CN(C)N=NC1=C(NC=N1)C(=O)N. Drug 2: C1C(C(OC1N2C=NC3=C2NC=NCC3O)CO)O. Cell line: SN12C. Synergy scores: CSS=4.30, Synergy_ZIP=-2.39, Synergy_Bliss=-1.20, Synergy_Loewe=-2.04, Synergy_HSA=-0.718. (3) Drug 1: CN1CCC(CC1)COC2=C(C=C3C(=C2)N=CN=C3NC4=C(C=C(C=C4)Br)F)OC. Drug 2: COC1=CC(=CC(=C1O)OC)C2C3C(COC3=O)C(C4=CC5=C(C=C24)OCO5)OC6C(C(C7C(O6)COC(O7)C8=CC=CS8)O)O. Cell line: RPMI-8226. Synergy scores: CSS=50.1, Synergy_ZIP=2.91, Synergy_Bliss=5.06, Synergy_Loewe=-22.6, Synergy_HSA=2.58. (4) Drug 1: CCC1(CC2CC(C3=C(CCN(C2)C1)C4=CC=CC=C4N3)(C5=C(C=C6C(=C5)C78CCN9C7C(C=CC9)(C(C(C8N6C=O)(C(=O)OC)O)OC(=O)C)CC)OC)C(=O)OC)O.OS(=O)(=O)O. Drug 2: CC1=C2C(C(=O)C3(C(CC4C(C3C(C(C2(C)C)(CC1OC(=O)C(C(C5=CC=CC=C5)NC(=O)OC(C)(C)C)O)O)OC(=O)C6=CC=CC=C6)(CO4)OC(=O)C)O)C)O. Cell line: UACC-257. Synergy scores: CSS=15.3, Synergy_ZIP=-6.91, Synergy_Bliss=0.596, Synergy_Loewe=-7.63, Synergy_HSA=-1.38. (5) Drug 1: C1CCC(CC1)NC(=O)N(CCCl)N=O. Drug 2: CNC(=O)C1=NC=CC(=C1)OC2=CC=C(C=C2)NC(=O)NC3=CC(=C(C=C3)Cl)C(F)(F)F. Cell line: HCT116. Synergy scores: CSS=46.0, Synergy_ZIP=0.195, Synergy_Bliss=0.232, Synergy_Loewe=-1.93, Synergy_HSA=3.52. (6) Drug 1: C1=NC(=NC(=O)N1C2C(C(C(O2)CO)O)O)N. Drug 2: C1CNP(=O)(OC1)N(CCCl)CCCl. Cell line: HOP-62. Synergy scores: CSS=19.7, Synergy_ZIP=-1.14, Synergy_Bliss=4.95, Synergy_Loewe=-20.1, Synergy_HSA=-0.548. (7) Drug 1: CN(CCCl)CCCl.Cl. Drug 2: C1CCC(C(C1)N)N.C(=O)(C(=O)[O-])[O-].[Pt+4]. Cell line: RPMI-8226. Synergy scores: CSS=74.0, Synergy_ZIP=0.465, Synergy_Bliss=-0.785, Synergy_Loewe=1.67, Synergy_HSA=5.17. (8) Drug 1: C1=CC(=CC=C1CC(C(=O)O)N)N(CCCl)CCCl.Cl. Drug 2: C1=CN(C(=O)N=C1N)C2C(C(C(O2)CO)O)O.Cl. Cell line: TK-10. Synergy scores: CSS=26.0, Synergy_ZIP=-6.76, Synergy_Bliss=-1.73, Synergy_Loewe=-23.0, Synergy_HSA=-1.96.